From a dataset of Forward reaction prediction with 1.9M reactions from USPTO patents (1976-2016). Predict the product of the given reaction. (1) Given the reactants Cl[C:2]1[CH:3]=[CH:4][C:5]2[N:6]([C:8]([C:11]3[CH:16]=[CH:15][CH:14]=[C:13]([Cl:17])[CH:12]=3)=[CH:9][N:10]=2)[N:7]=1.[NH2:18][CH2:19][CH:20]1[CH2:25][CH2:24][CH:23]([C:26]#[N:27])[CH2:22][CH2:21]1.[F-].[K+], predict the reaction product. The product is: [Cl:17][C:13]1[CH:12]=[C:11]([C:8]2[N:6]3[N:7]=[C:2]([NH:27][CH2:26][C@H:23]4[CH2:24][CH2:25][C@H:20]([C:19]#[N:18])[CH2:21][CH2:22]4)[CH:3]=[CH:4][C:5]3=[N:10][CH:9]=2)[CH:16]=[CH:15][CH:14]=1. (2) Given the reactants [CH3:1][O:2][CH2:3][CH2:4][C:5]1[C:9]([C:10]([O:12][CH2:13][CH3:14])=[O:11])=[C:8]([CH3:15])[NH:7][C:6]=1[C:16]([O:18][CH2:19][CH3:20])=[O:17].[C:21]1(B(O)O)[CH:26]=[CH:25][CH:24]=[CH:23][CH:22]=1.N1C=CC=CC=1, predict the reaction product. The product is: [CH3:1][O:2][CH2:3][CH2:4][C:5]1[C:9]([C:10]([O:12][CH2:13][CH3:14])=[O:11])=[C:8]([CH3:15])[N:7]([C:21]2[CH:26]=[CH:25][CH:24]=[CH:23][CH:22]=2)[C:6]=1[C:16]([O:18][CH2:19][CH3:20])=[O:17].